Dataset: Forward reaction prediction with 1.9M reactions from USPTO patents (1976-2016). Task: Predict the product of the given reaction. (1) Given the reactants CCCC[N+:5]([CH2:14][CH2:15][CH2:16][CH3:17])(CCCC)CCCC.[F-].O1C2C=CC=CC=2C=C1[C:28]1[C:29](=[O:64])[NH:30][C:31](=[O:63])[C:32]=1[C:33]1[C:41]2[C:36](=[N:37][CH:38]=[CH:39][CH:40]=2)[N:35]([CH2:42][CH2:43][CH2:44][O:45][Si](C(C)(C)C)(C2C=CC=CC=2)C2C=CC=CC=2)[CH:34]=1, predict the reaction product. The product is: [OH:45][CH2:44][CH2:43][CH2:42][N:35]1[C:36]2=[N:37][CH:38]=[CH:39][CH:40]=[C:41]2[C:33]([C:32]2[C:31](=[O:63])[NH:30][C:29](=[O:64])[C:28]=2[C:16]2[CH:15]=[CH:14][NH:5][CH:17]=2)=[CH:34]1. (2) The product is: [C:11]([O:10][C:8]([N:5]1[CH2:4][CH2:3][C:2](=[O:1])[C:7](=[CH:17][N:18]([CH3:20])[CH3:19])[CH2:6]1)=[O:9])([CH3:14])([CH3:13])[CH3:12]. Given the reactants [O:1]=[C:2]1[CH2:7][CH2:6][N:5]([C:8]([O:10][C:11]([CH3:14])([CH3:13])[CH3:12])=[O:9])[CH2:4][CH2:3]1.CO[CH:17](OC)[N:18]([CH3:20])[CH3:19], predict the reaction product.